Dataset: TCR-epitope binding with 47,182 pairs between 192 epitopes and 23,139 TCRs. Task: Binary Classification. Given a T-cell receptor sequence (or CDR3 region) and an epitope sequence, predict whether binding occurs between them. (1) The epitope is FLRGRAYGL. The TCR CDR3 sequence is HTGRSGNTIYF. Result: 0 (the TCR does not bind to the epitope). (2) The epitope is VLQAVGACV. The TCR CDR3 sequence is CASSSRTSGGAGQFF. Result: 0 (the TCR does not bind to the epitope). (3) The epitope is VLAWLYAAV. The TCR CDR3 sequence is CASSLEISNNEQFF. Result: 0 (the TCR does not bind to the epitope).